This data is from NCI-60 drug combinations with 297,098 pairs across 59 cell lines. The task is: Regression. Given two drug SMILES strings and cell line genomic features, predict the synergy score measuring deviation from expected non-interaction effect. (1) Drug 1: CCC(=C(C1=CC=CC=C1)C2=CC=C(C=C2)OCCN(C)C)C3=CC=CC=C3.C(C(=O)O)C(CC(=O)O)(C(=O)O)O. Drug 2: C1CCC(C(C1)N)N.C(=O)(C(=O)[O-])[O-].[Pt+4]. Cell line: MOLT-4. Synergy scores: CSS=70.7, Synergy_ZIP=4.02, Synergy_Bliss=3.85, Synergy_Loewe=-9.05, Synergy_HSA=6.11. (2) Drug 1: CCCS(=O)(=O)NC1=C(C(=C(C=C1)F)C(=O)C2=CNC3=C2C=C(C=N3)C4=CC=C(C=C4)Cl)F. Drug 2: CCC1=C2CN3C(=CC4=C(C3=O)COC(=O)C4(CC)O)C2=NC5=C1C=C(C=C5)O. Cell line: SK-MEL-2. Synergy scores: CSS=15.9, Synergy_ZIP=-4.87, Synergy_Bliss=-0.192, Synergy_Loewe=-21.8, Synergy_HSA=-3.23. (3) Drug 2: CCC1(CC2CC(C3=C(CCN(C2)C1)C4=CC=CC=C4N3)(C5=C(C=C6C(=C5)C78CCN9C7C(C=CC9)(C(C(C8N6C)(C(=O)OC)O)OC(=O)C)CC)OC)C(=O)OC)O.OS(=O)(=O)O. Cell line: LOX IMVI. Synergy scores: CSS=17.1, Synergy_ZIP=-3.70, Synergy_Bliss=-0.834, Synergy_Loewe=-21.3, Synergy_HSA=-3.73. Drug 1: CCC1=C2CN3C(=CC4=C(C3=O)COC(=O)C4(CC)O)C2=NC5=C1C=C(C=C5)O. (4) Drug 1: C1C(C(OC1N2C=NC3=C(N=C(N=C32)Cl)N)CO)O. Drug 2: CC1=C(C(=O)C2=C(C1=O)N3CC4C(C3(C2COC(=O)N)OC)N4)N. Cell line: COLO 205. Synergy scores: CSS=58.5, Synergy_ZIP=-6.45, Synergy_Bliss=-6.01, Synergy_Loewe=2.51, Synergy_HSA=4.21. (5) Drug 1: CC(C)NC(=O)C1=CC=C(C=C1)CNNC.Cl. Drug 2: CCC1(C2=C(COC1=O)C(=O)N3CC4=CC5=C(C=CC(=C5CN(C)C)O)N=C4C3=C2)O.Cl. Cell line: SN12C. Synergy scores: CSS=11.3, Synergy_ZIP=-13.5, Synergy_Bliss=-17.2, Synergy_Loewe=-48.5, Synergy_HSA=-16.1. (6) Drug 1: C1=NC2=C(N1)C(=S)N=CN2. Drug 2: C(CN)CNCCSP(=O)(O)O. Cell line: A549. Synergy scores: CSS=33.1, Synergy_ZIP=-5.92, Synergy_Bliss=8.27, Synergy_Loewe=-43.7, Synergy_HSA=7.83.